Dataset: Full USPTO retrosynthesis dataset with 1.9M reactions from patents (1976-2016). Task: Predict the reactants needed to synthesize the given product. (1) Given the product [Cl:18][C:19]1[CH:20]=[C:21]([C:26]2([C:44]([F:46])([F:45])[F:47])[O:30][N:29]=[C:28]([C:31]3[C:40]4[C:35](=[CH:36][CH:37]=[CH:38][CH:39]=4)[C:34]([C:41]([N:43]=[S:2]([CH3:4])[CH3:1])=[O:42])=[CH:33][CH:32]=3)[CH2:27]2)[CH:22]=[C:23]([Cl:25])[CH:24]=1, predict the reactants needed to synthesize it. The reactants are: [CH3:1][S:2]([CH3:4])=O.FC(F)(F)C(OC(=O)C(F)(F)F)=O.[Cl:18][C:19]1[CH:20]=[C:21]([C:26]2([C:44]([F:47])([F:46])[F:45])[O:30][N:29]=[C:28]([C:31]3[C:40]4[C:35](=[CH:36][CH:37]=[CH:38][CH:39]=4)[C:34]([C:41]([NH2:43])=[O:42])=[CH:33][CH:32]=3)[CH2:27]2)[CH:22]=[C:23]([Cl:25])[CH:24]=1. (2) Given the product [C:1]1([C:7]2[C:15]3[CH:14]=[C:13]([CH2:16][CH2:17][CH2:18][CH2:19][N:20]4[CH:24]=[C:23]([C:25]([NH:59][CH2:58][C:53]5[CH:54]=[CH:55][CH:56]=[CH:57][N:52]=5)=[O:26])[N:22]=[N:21]4)[N:12]=[N:11][C:10]=3[NH:9][CH:8]=2)[CH:2]=[CH:3][CH:4]=[CH:5][CH:6]=1, predict the reactants needed to synthesize it. The reactants are: [C:1]1([C:7]2[C:15]3[CH:14]=[C:13]([CH2:16][CH2:17][CH2:18][CH2:19][N:20]4[CH:24]=[C:23]([C:25](O)=[O:26])[N:22]=[N:21]4)[N:12]=[N:11][C:10]=3[NH:9][CH:8]=2)[CH:6]=[CH:5][CH:4]=[CH:3][CH:2]=1.CN(C(ON1N=NC2C=CC=NC1=2)=[N+](C)C)C.F[P-](F)(F)(F)(F)F.[N:52]1[CH:57]=[CH:56][CH:55]=[CH:54][C:53]=1[CH2:58][NH2:59].CCN(C(C)C)C(C)C. (3) Given the product [CH2:13]([O:9][C:1](=[O:10])[C:2]1[CH:8]=[CH:7][CH:6]=[CH:5][C:3]=1[O:4][CH2:1][C:2]1[CH:3]=[CH:5][CH:6]=[CH:7][CH:8]=1)[C:14]1[CH:19]=[CH:18][CH:17]=[CH:16][CH:15]=1, predict the reactants needed to synthesize it. The reactants are: [C:1]([OH:10])(=[O:9])[C:2]1[C:3](=[CH:5][CH:6]=[CH:7][CH:8]=1)[OH:4].[H-].[Na+].[CH2:13](Br)[C:14]1[CH:19]=[CH:18][CH:17]=[CH:16][CH:15]=1. (4) Given the product [C:23]([C:22]1[CH:21]=[C:20]([C:5]2[CH:4]=[C:3]3[C:8](=[CH:7][CH:6]=2)[CH2:9][C:10]2([CH2:19][CH2:18][C:17]4[C:12](=[CH:13][CH:14]=[CH:15][CH:16]=4)[CH2:11]2)/[C:2]/3=[N:34]/[C:28]#[N:29])[CH:27]=[CH:26][CH:25]=1)#[N:24], predict the reactants needed to synthesize it. The reactants are: O=[C:2]1[C:10]2([CH2:19][CH2:18][C:17]3[C:12](=[CH:13][CH:14]=[CH:15][CH:16]=3)[CH2:11]2)[CH2:9][C:8]2[C:3]1=[CH:4][C:5]([C:20]1[CH:21]=[C:22]([CH:25]=[CH:26][CH:27]=1)[C:23]#[N:24])=[CH:6][CH:7]=2.[C:28](=[N:34][Si](C)(C)C)=[N:29][Si](C)(C)C.